From a dataset of Forward reaction prediction with 1.9M reactions from USPTO patents (1976-2016). Predict the product of the given reaction. (1) Given the reactants [NH2:1][C:2]1[CH:3]=[C:4]([CH:15]=[CH:16][C:17]=1[Cl:18])[C:5]([N:7]([CH3:14])[C:8]1[CH:13]=[CH:12][CH:11]=[CH:10][N:9]=1)=[O:6].[N:19]([C:22]1[CH:32]=[CH:31][CH:30]=[CH:29][C:23]=1[C:24](OCC)=[O:25])=[C:20]=[O:21], predict the reaction product. The product is: [Cl:18][C:17]1[CH:16]=[CH:15][C:4]([C:5]([N:7]([CH3:14])[C:8]2[CH:13]=[CH:12][CH:11]=[CH:10][N:9]=2)=[O:6])=[CH:3][C:2]=1[N:1]1[C:24](=[O:25])[C:23]2[C:22](=[CH:32][CH:31]=[CH:30][CH:29]=2)[NH:19][C:20]1=[O:21]. (2) Given the reactants [CH3:1][C:2]([CH3:25])([CH3:24])[CH2:3][C:4]([N:6]([C@H:15]1[CH2:19][NH:18][C@H:17]([C:20]([O:22][CH3:23])=[O:21])[CH2:16]1)C1C=CC=C(OC)C=1)=[O:5].[CH:26]1[C:31]([CH:32]=O)=[CH:30][C:29]2[O:34][CH2:35][O:36][C:28]=2[CH:27]=1.C([BH3-])#N.[Na+], predict the reaction product. The product is: [O:36]1[C:28]2[CH:27]=[CH:26][C:31]([CH2:32][N:18]3[CH2:19][C@H:15]([N:6]([C:4](=[O:5])[CH2:3][C:2]([CH3:1])([CH3:25])[CH3:24])[CH2:32][C:31]4[CH:26]=[CH:27][CH:28]=[C:29]([O:34][CH3:35])[CH:30]=4)[CH2:16][C@H:17]3[C:20]([O:22][CH3:23])=[O:21])=[CH:30][C:29]=2[O:34][CH2:35]1. (3) Given the reactants Cl[C:2]1[C:11]2[C:6](=[CH:7][CH:8]=[C:9]([S:12][C:13]3[N:17]4[CH:18]=[C:19]([C:22]5[CH:23]=[N:24][N:25]([CH3:27])[CH:26]=5)[CH:20]=[CH:21][C:16]4=[N:15][N:14]=3)[CH:10]=2)[N:5]=[CH:4][C:3]=1[C:28]1[C:29]([CH3:34])=[N:30][O:31][C:32]=1[CH3:33].[CH3:35][O-:36].[Na+], predict the reaction product. The product is: [CH3:35][O:36][C:2]1[C:11]2[C:6](=[CH:7][CH:8]=[C:9]([S:12][C:13]3[N:17]4[CH:18]=[C:19]([C:22]5[CH:23]=[N:24][N:25]([CH3:27])[CH:26]=5)[CH:20]=[CH:21][C:16]4=[N:15][N:14]=3)[CH:10]=2)[N:5]=[CH:4][C:3]=1[C:28]1[C:29]([CH3:34])=[N:30][O:31][C:32]=1[CH3:33]. (4) Given the reactants [NH2:1][CH:2]1[C:16](=[O:17])[N:15]2[CH2:18][C@H:19]([O:21][C:22]3[CH:27]=[C:26]([C:28]4[CH:33]=[CH:32][CH:31]=[CH:30][N:29]=4)[N:25]=[C:24]4[CH:34]=[CH:35][S:36][C:23]=34)[CH2:20][C@H:14]2[C:13](=[O:37])[NH:12][C@:11]2([C:39]([O:41][CH3:42])=[O:40])[CH2:38][C@H:10]2[CH:9]=[CH:8][CH2:7][CH2:6][CH2:5][CH2:4][CH2:3]1.[CH:43]1([CH2:46][C:47](O)=[O:48])[CH2:45][CH2:44]1.C(N(C(C)C)CC)(C)C.CN(C(ON1N=NC2C=CC=NC1=2)=[N+](C)C)C.F[P-](F)(F)(F)(F)F.C(=O)(O)[O-].[Na+], predict the reaction product. The product is: [CH:43]1([CH2:46][C:47]([NH:1][C@@H:2]2[C:16](=[O:17])[N:15]3[CH2:18][C@H:19]([O:21][C:22]4[CH:27]=[C:26]([C:28]5[CH:33]=[CH:32][CH:31]=[CH:30][N:29]=5)[N:25]=[C:24]5[CH:34]=[CH:35][S:36][C:23]=45)[CH2:20][C@H:14]3[C:13](=[O:37])[NH:12][C@:11]3([C:39]([O:41][CH3:42])=[O:40])[CH2:38][C@H:10]3[CH:9]=[CH:8][CH2:7][CH2:6][CH2:5][CH2:4][CH2:3]2)=[O:48])[CH2:45][CH2:44]1.